The task is: Predict the reaction yield, written as a fraction of the theoretical maximum amount of product (1.0 means a 100% yield; for example, 0.34 means a 34% yield).. This data is from Reaction yield outcomes from USPTO patents with 853,638 reactions. (1) The reactants are Cl[C:2]1[N:7]=[C:6]([C:8]2[S:12][C:11]([C:13]([CH3:16])([CH3:15])[CH3:14])=[N:10][C:9]=2[C:17]2[C:18]([F:35])=[C:19]([NH:23][S:24]([C:27]3[CH:32]=[C:31]([F:33])[CH:30]=[CH:29][C:28]=3[F:34])(=[O:26])=[O:25])[CH:20]=[CH:21][CH:22]=2)[CH:5]=[CH:4][N:3]=1. The catalyst is CCO.CO.[Pd]. The product is [CH3:16][C:13]([C:11]1[S:12][C:8]([C:6]2[CH:5]=[CH:4][N:3]=[CH:2][N:7]=2)=[C:9]([C:17]2[C:18]([F:35])=[C:19]([NH:23][S:24]([C:27]3[CH:32]=[C:31]([F:33])[CH:30]=[CH:29][C:28]=3[F:34])(=[O:25])=[O:26])[CH:20]=[CH:21][CH:22]=2)[N:10]=1)([CH3:14])[CH3:15]. The yield is 0.960. (2) The reactants are [CH3:1][C:2]1[C:7]([CH:8]([CH2:13][CH2:14][CH3:15])[C:9]([O:11]C)=[O:10])=[C:6]([C:16]2[CH:21]=[CH:20][C:19]([CH3:22])=[CH:18][CH:17]=2)[N:5]=[C:4]([C:23]2[CH:24]=[N:25][N:26]([CH3:28])[CH:27]=2)[N:3]=1.[OH-].[Na+]. The catalyst is CO. The product is [CH3:1][C:2]1[C:7]([CH:8]([CH2:13][CH2:14][CH3:15])[C:9]([OH:11])=[O:10])=[C:6]([C:16]2[CH:21]=[CH:20][C:19]([CH3:22])=[CH:18][CH:17]=2)[N:5]=[C:4]([C:23]2[CH:24]=[N:25][N:26]([CH3:28])[CH:27]=2)[N:3]=1. The yield is 0.150. (3) The reactants are Br.[F:2][C:3]1[CH:16]=[CH:15][C:6]([C:7]([CH:9]2[CH2:14][CH2:13][NH:12][CH2:11][CH2:10]2)=[O:8])=[CH:5][CH:4]=1.Br[CH2:18][CH2:19][CH2:20][OH:21].C(=O)([O-])[O-].[K+].[K+]. The catalyst is CN(C=O)C.O. The product is [F:2][C:3]1[CH:4]=[CH:5][C:6]([C:7]([CH:9]2[CH2:14][CH2:13][N:12]([CH2:18][CH2:19][CH2:20][OH:21])[CH2:11][CH2:10]2)=[O:8])=[CH:15][CH:16]=1. The yield is 0.470. (4) The reactants are Cl[C:2]1[N:7]=[C:6]([NH:8][C:9]2[CH:14]=[CH:13][C:12]([O:15][C:16]3[CH:21]=[CH:20][CH:19]=[CH:18][CH:17]=3)=[CH:11][CH:10]=2)[CH:5]=[CH:4][CH:3]=1.[CH2:22]([CH2:25][OH:26])[CH2:23][NH2:24]. No catalyst specified. The product is [O:15]([C:12]1[CH:13]=[CH:14][C:9]([NH:8][C:6]2[N:7]=[C:2]([NH:24][CH2:23][CH2:22][CH2:25][OH:26])[CH:3]=[CH:4][CH:5]=2)=[CH:10][CH:11]=1)[C:16]1[CH:21]=[CH:20][CH:19]=[CH:18][CH:17]=1. The yield is 0.730. (5) The reactants are [CH3:1][C@@H:2]1[CH2:6][N:5]([C:7]([O:9][C:10]([CH3:13])([CH3:12])[CH3:11])=[O:8])[C@H:4]([C:14]2[NH:15][CH:16]=[C:17]([C:19]3[CH:24]=[CH:23][C:22]([C:25]#[C:26][Si](C)(C)C)=[CH:21][CH:20]=3)[N:18]=2)[CH2:3]1.C([O-])([O-])=O.[K+].[K+]. The catalyst is CO. The product is [C:25]([C:22]1[CH:21]=[CH:20][C:19]([C:17]2[N:18]=[C:14]([C@@H:4]3[CH2:3][C@H:2]([CH3:1])[CH2:6][N:5]3[C:7]([O:9][C:10]([CH3:11])([CH3:13])[CH3:12])=[O:8])[NH:15][CH:16]=2)=[CH:24][CH:23]=1)#[CH:26]. The yield is 0.990.